Predict which catalyst facilitates the given reaction. From a dataset of Catalyst prediction with 721,799 reactions and 888 catalyst types from USPTO. (1) Reactant: [ClH:1].[C:2]1([CH3:10])[CH:7]=[CH:6][CH:5]=[CH:4][C:3]=1[NH:8][NH2:9].C(N(CC)CC)C.C(O)(C(F)(F)F)=O.[F:25][C:26]([F:44])([F:43])[C:27](=O)[CH2:28][C:29]([C:31]1[CH:41]=[CH:40][C:34]2[O:35][CH2:36][C:37](=[O:39])[NH:38][C:33]=2[CH:32]=1)=O. Product: [Cl:1][C:6]1[CH:5]=[CH:4][C:3]([N:8]2[C:29]([C:31]3[CH:41]=[CH:40][C:34]4[O:35][CH2:36][C:37](=[O:39])[NH:38][C:33]=4[CH:32]=3)=[CH:28][C:27]([C:26]([F:44])([F:43])[F:25])=[N:9]2)=[C:2]([CH3:10])[CH:7]=1. The catalyst class is: 41. (2) Reactant: [CH2:1]([O:3][P:4]([CH2:9][CH2:10][N:11]([CH:19]1[CH2:24][CH2:23][N:22](CC2C=CC=CC=2)[CH2:21][CH2:20]1)[C:12]([O:14][C:15]([CH3:18])([CH3:17])[CH3:16])=[O:13])(=[O:8])[O:5][CH2:6][CH3:7])[CH3:2]. Product: [CH2:1]([O:3][P:4]([CH2:9][CH2:10][N:11]([C:12]([O:14][C:15]([CH3:17])([CH3:16])[CH3:18])=[O:13])[CH:19]1[CH2:20][CH2:21][NH:22][CH2:23][CH2:24]1)(=[O:8])[O:5][CH2:6][CH3:7])[CH3:2]. The catalyst class is: 320. (3) Reactant: Br[C:2]1[CH:7]=[CH:6][C:5]([O:8][CH3:9])=[C:4]([O:10][CH2:11][CH2:12][CH2:13][O:14][CH3:15])[CH:3]=1.CC1(C)[C:30]2[CH:29]=[CH:28][CH:27]=[C:26](P(C3C=CC=CC=3)C3C=CC=CC=3)[C:25]=2[O:24]C2C1=CC=CC=2P(C1C=CC=CC=1)C1C=CC=CC=1.C(O[Na])(C)(C)C.CC(C)C(=O)C. Product: [CH:26]1([C:25](=[O:24])[CH2:30][C:2]2[CH:7]=[CH:6][C:5]([O:8][CH3:9])=[C:4]([O:10][CH2:11][CH2:12][CH2:13][O:14][CH3:15])[CH:3]=2)[CH2:27][CH2:28][CH2:29]1. The catalyst class is: 443. (4) The catalyst class is: 5. Reactant: [Cl:1][C:2]1[CH:3]=[C:4]([CH:30]=[CH:31][C:32]=1[Cl:33])[C:5]([NH:7][C@@H:8]1[C:17]2[C:12](=[CH:13][CH:14]=[C:15]([NH:18][C:19]([N:21]3[CH2:25][CH2:24][CH2:23][CH2:22]3)=[O:20])[CH:16]=2)[CH2:11][CH2:10][C@H:9]1[O:26]C(=O)C)=[O:6].C[O-].[Na+]. Product: [Cl:1][C:2]1[CH:3]=[C:4]([CH:30]=[CH:31][C:32]=1[Cl:33])[C:5]([NH:7][C@@H:8]1[C:17]2[C:12](=[CH:13][CH:14]=[C:15]([NH:18][C:19]([N:21]3[CH2:22][CH2:23][CH2:24][CH2:25]3)=[O:20])[CH:16]=2)[CH2:11][CH2:10][C@H:9]1[OH:26])=[O:6]. (5) Reactant: [CH3:1][S:2]([NH:5][C:6](=[O:12])[O:7][C:8]([CH3:11])([CH3:10])[CH3:9])(=[O:4])=[O:3].C([O-])([O-])=O.[K+].[K+].Cl[CH2:20][C:21]1[O:22][C:23]2[CH:29]=[C:28]([C:30]3[C:38]4[C:33](=[CH:34][C:35](F)=[CH:36][CH:37]=4)[N:32]([S:40]([C:43]4[CH:48]=[CH:47][CH:46]=[CH:45][CH:44]=4)(=[O:42])=[O:41])[CH:31]=3)[CH:27]=[CH:26][C:24]=2[N:25]=1. The catalyst class is: 3. Product: [CH3:1][S:2]([N:5]([CH2:20][C:21]1[O:22][C:23]2[CH:29]=[C:28]([C:30]3[C:38]4[C:33](=[CH:34][CH:35]=[CH:36][CH:37]=4)[N:32]([S:40]([C:43]4[CH:48]=[CH:47][CH:46]=[CH:45][CH:44]=4)(=[O:41])=[O:42])[CH:31]=3)[CH:27]=[CH:26][C:24]=2[N:25]=1)[C:6](=[O:12])[O:7][C:8]([CH3:9])([CH3:11])[CH3:10])(=[O:4])=[O:3].